From a dataset of Full USPTO retrosynthesis dataset with 1.9M reactions from patents (1976-2016). Predict the reactants needed to synthesize the given product. (1) Given the product [CH3:1][N:2]1[CH:6]=[C:5]([C:7]2[CH:8]=[CH:9][C:10]3[N:11]([C:13]([CH:16]([C:18]4[CH:19]=[C:20]5[C:25](=[CH:26][CH:27]=4)[N:24]=[CH:23][CH:22]=[CH:21]5)[CH3:17])=[CH:14][N:15]=3)[N:12]=2)[CH:4]=[N:3]1, predict the reactants needed to synthesize it. The reactants are: [CH3:1][N:2]1[CH:6]=[C:5]([C:7]2[CH:8]=[CH:9][C:10]3[N:11]([C:13]([C:16]([C:18]4[CH:19]=[C:20]5[C:25](=[CH:26][CH:27]=4)[N:24]=[CH:23][CH:22]=[CH:21]5)=[CH2:17])=[CH:14][N:15]=3)[N:12]=2)[CH:4]=[N:3]1. (2) Given the product [CH2:12]([NH:11][C:5]1[CH:4]=[C:3]([N:2]([CH3:15])[CH3:1])[CH:8]=[CH:7][C:6]=1[O:9][CH3:10])[CH3:13], predict the reactants needed to synthesize it. The reactants are: [CH3:1][N:2]([CH3:15])[C:3]1[CH:4]=[C:5]([NH:11][C:12](=O)[CH3:13])[C:6]([O:9][CH3:10])=[CH:7][CH:8]=1.O.Cl.[OH-].[Na+]. (3) Given the product [C:17]([C:19]1[N:23]([CH3:24])[C:22]([C:2]2[C:7]([F:8])=[CH:6][C:5]([S:9]([NH:12][CH:13]([CH3:15])[CH3:14])(=[O:11])=[O:10])=[C:4]([F:16])[CH:3]=2)=[CH:21][CH:20]=1)#[N:18], predict the reactants needed to synthesize it. The reactants are: Br[C:2]1[C:7]([F:8])=[CH:6][C:5]([S:9]([NH:12][CH:13]([CH3:15])[CH3:14])(=[O:11])=[O:10])=[C:4]([F:16])[CH:3]=1.[C:17]([C:19]1[N:23]([CH3:24])[C:22](B(O)O)=[CH:21][CH:20]=1)#[N:18].[F-].[K+].C(P(C(C)(C)C)C(C)(C)C)(C)(C)C. (4) The reactants are: F[C:2]1[C:7]([N+:8]([O-:10])=[O:9])=[CH:6][C:5]([NH:11][C:12]2[N:17]=[C:16]([C:18]3[CH:19]=[N:20][N:21]4[CH2:26][CH2:25][CH2:24][CH2:23][C:22]=34)[CH:15]=[CH:14][N:13]=2)=[C:4]([O:27][CH3:28])[CH:3]=1.Cl.Cl.[CH3:31][N:32]1[CH2:39][CH2:38][CH2:37][C:33]21[CH2:36][NH:35][CH2:34]2.CCN(C(C)C)C(C)C. Given the product [CH3:28][O:27][C:4]1[CH:3]=[C:2]([N:35]2[CH2:36][C:33]3([N:32]([CH3:31])[CH2:39][CH2:38][CH2:37]3)[CH2:34]2)[C:7]([N+:8]([O-:10])=[O:9])=[CH:6][C:5]=1[NH:11][C:12]1[N:17]=[C:16]([C:18]2[CH:19]=[N:20][N:21]3[CH2:26][CH2:25][CH2:24][CH2:23][C:22]=23)[CH:15]=[CH:14][N:13]=1, predict the reactants needed to synthesize it. (5) Given the product [CH3:13][O:12][C:3]1[CH:4]=[C:5]([CH:10]=[CH:11][C:2]=1[N:16]1[C@H:15]([CH3:14])[CH2:19][O:18][C:17]1=[O:20])[C:6]([OH:8])=[O:7], predict the reactants needed to synthesize it. The reactants are: Br[C:2]1[CH:11]=[CH:10][C:5]([C:6]([O:8]C)=[O:7])=[CH:4][C:3]=1[O:12][CH3:13].[CH3:14][C@@H:15]1[CH2:19][O:18][C:17](=[O:20])[NH:16]1. (6) The reactants are: [CH2:1]([NH:8][C:9]1[N:14]2[N:15]=[CH:16][C:17]([Br:18])=[C:13]2[N:12]=[CH:11][C:10]=1[C:19]([OH:21])=O)[C:2]1[CH:7]=[CH:6][CH:5]=[CH:4][CH:3]=1.[CH3:22][O:23][C:24]1[CH:29]=[CH:28][CH:27]=[CH:26][C:25]=1[CH:30]1[CH2:35][CH2:34][NH:33][CH2:32][CH2:31]1. Given the product [CH2:1]([NH:8][C:9]1[N:14]2[N:15]=[CH:16][C:17]([Br:18])=[C:13]2[N:12]=[CH:11][C:10]=1[C:19]([N:33]1[CH2:34][CH2:35][CH:30]([C:25]2[CH:26]=[CH:27][CH:28]=[CH:29][C:24]=2[O:23][CH3:22])[CH2:31][CH2:32]1)=[O:21])[C:2]1[CH:3]=[CH:4][CH:5]=[CH:6][CH:7]=1, predict the reactants needed to synthesize it. (7) Given the product [Cl:23][C:24]1[CH:30]=[CH:29][C:27]([NH:28][C:41]2[C:42]3[C:47](=[CH:46][CH:45]=[CH:44][CH:43]=3)[C:38]([CH2:37][C:34]3[CH:35]=[CH:36][N:31]=[CH:32][CH:33]=3)=[N:39][N:40]=2)=[CH:26][CH:25]=1, predict the reactants needed to synthesize it. The reactants are: O=P12OP3(OP(OP(O3)(O1)=O)(=O)O2)=O.Cl.C(N(CC)CC)C.[Cl:23][C:24]1[CH:30]=[CH:29][C:27]([NH2:28])=[CH:26][CH:25]=1.[N:31]1[CH:36]=[CH:35][C:34]([CH2:37][C:38]2[C:47]3[C:42](=[CH:43][CH:44]=[CH:45][CH:46]=3)[C:41](=O)[NH:40][N:39]=2)=[CH:33][CH:32]=1.N. (8) Given the product [Cl:1][C:2]1[C:3]([C:22]2[S:26][C:25]([C:27]3([F:31])[CH2:30][CH2:29][CH2:28]3)=[N:24][CH:23]=2)=[C:4]2[CH:10]=[C:9]([C:40]3[CH:41]=[N:42][N:43]([CH2:45][CH2:46][N:47]4[CH2:52][CH2:51][O:50][CH2:49][CH2:48]4)[CH:44]=3)[N:8]([S:12]([C:15]3[CH:21]=[CH:20][C:18]([CH3:19])=[CH:17][CH:16]=3)(=[O:14])=[O:13])[C:5]2=[N:6][CH:7]=1, predict the reactants needed to synthesize it. The reactants are: [Cl:1][C:2]1[C:3]([C:22]2[S:26][C:25]([C:27]3([F:31])[CH2:30][CH2:29][CH2:28]3)=[N:24][CH:23]=2)=[C:4]2[CH:10]=[C:9](I)[N:8]([S:12]([C:15]3[CH:21]=[CH:20][C:18]([CH3:19])=[CH:17][CH:16]=3)(=[O:14])=[O:13])[C:5]2=[N:6][CH:7]=1.CC1(C)C(C)(C)OB([C:40]2[CH:41]=[N:42][N:43]([CH2:45][CH2:46][N:47]3[CH2:52][CH2:51][O:50][CH2:49][CH2:48]3)[CH:44]=2)O1.C(=O)(O)[O-]. (9) Given the product [C:12]([O:16][CH2:17][C@H:18]([CH3:19])[O:20][C:22]1[CH:23]=[C:24]([CH:27]=[C:28]([O:30][C:31]2[CH:36]=[CH:35][C:34]([S:37]([CH3:40])(=[O:38])=[O:39])=[CH:33][CH:32]=2)[CH:29]=1)[C:25]#[N:26])([CH3:15])([CH3:14])[CH3:13], predict the reactants needed to synthesize it. The reactants are: [H-].[Na+].N#N.CN1C(=O)CCC1.[C:12]([O:16][CH2:17][C@@H:18]([OH:20])[CH3:19])([CH3:15])([CH3:14])[CH3:13].F[C:22]1[CH:23]=[C:24]([CH:27]=[C:28]([O:30][C:31]2[CH:36]=[CH:35][C:34]([S:37]([CH3:40])(=[O:39])=[O:38])=[CH:33][CH:32]=2)[CH:29]=1)[C:25]#[N:26].[OH-].[Na+]. (10) Given the product [CH3:20][N:21]1[C:29]2[C:24](=[CH:25][CH:26]=[CH:27][CH:28]=2)[CH:23]=[C:22]1[CH2:30][N:4]1[CH2:3][CH2:2][N:1]([C:7]2[CH:8]=[CH:9][C:10]3[N:11]([C:13]([C:16]([F:17])([F:18])[F:19])=[N:14][N:15]=3)[N:12]=2)[CH2:6][CH2:5]1, predict the reactants needed to synthesize it. The reactants are: [N:1]1([C:7]2[CH:8]=[CH:9][C:10]3[N:11]([C:13]([C:16]([F:19])([F:18])[F:17])=[N:14][N:15]=3)[N:12]=2)[CH2:6][CH2:5][NH:4][CH2:3][CH2:2]1.[CH3:20][N:21]1[C:29]2[C:24](=[CH:25][CH:26]=[CH:27][CH:28]=2)[CH:23]=[C:22]1[CH:30]=O.